The task is: Predict the reactants needed to synthesize the given product.. This data is from Full USPTO retrosynthesis dataset with 1.9M reactions from patents (1976-2016). (1) Given the product [O:7]([CH:15]1[CH2:20][CH2:19][O:18][C:16]1=[O:17])[C:1]1[CH:6]=[CH:5][CH:4]=[CH:3][CH:2]=1, predict the reactants needed to synthesize it. The reactants are: [C:1]1([OH:7])[CH:6]=[CH:5][CH:4]=[CH:3][CH:2]=1.C([O-])([O-])=O.[K+].[K+].Br[CH:15]1[CH2:20][CH2:19][O:18][C:16]1=[O:17]. (2) Given the product [OH:8][CH2:7][C:3]1[CH2:2][N:1]([C:11]([O:13][C:14]([CH3:17])([CH3:16])[CH3:15])=[O:12])[CH2:6][CH2:5][CH:4]=1, predict the reactants needed to synthesize it. The reactants are: [N:1]1([C:11]([O:13][C:14]([CH3:17])([CH3:16])[CH3:15])=[O:12])[CH2:6][CH2:5][CH:4]=[C:3]([C:7](OC)=[O:8])[CH2:2]1.[H-].C([Al+]CC(C)C)C(C)C. (3) Given the product [F:30][C:24]1[CH:25]=[CH:26][C:21]([C:18](=[O:20])[CH3:19])=[CH:22][C:23]=1[C:2]1[N:3]=[CH:4][N:5]([C:7]2[CH:12]=[CH:11][C:10]([O:13][C:14]([F:17])([F:16])[F:15])=[CH:9][CH:8]=2)[CH:6]=1, predict the reactants needed to synthesize it. The reactants are: Br[C:2]1[N:3]=[CH:4][N:5]([C:7]2[CH:12]=[CH:11][C:10]([O:13][C:14]([F:17])([F:16])[F:15])=[CH:9][CH:8]=2)[CH:6]=1.[C:18]([C:21]1[CH:22]=[CH:23][C:24]([F:30])=[C:25](B(O)O)[CH:26]=1)(=[O:20])[CH3:19].C(=O)([O-])[O-].[K+].[K+]. (4) Given the product [CH3:1][NH:2][CH:10]1[CH2:15][CH2:14][CH2:13][CH:12]([C:16]2[C:24]3[C:19](=[CH:20][CH:21]=[C:22]([NH:25][C:26]([C:28]4[S:29][CH:30]=[CH:31][CH:32]=4)=[NH:27])[CH:23]=3)[NH:18][CH:17]=2)[CH2:11]1, predict the reactants needed to synthesize it. The reactants are: [CH3:1][N:2]([CH:10]1[CH2:15][CH2:14][CH2:13][CH:12]([C:16]2[C:24]3[C:19](=[CH:20][CH:21]=[C:22]([NH:25][C:26]([C:28]4[S:29][CH:30]=[CH:31][CH:32]=4)=[NH:27])[CH:23]=3)[NH:18][CH:17]=2)[CH2:11]1)C(=O)OC(C)(C)C.C(O)(C(F)(F)F)=O.[NH4+].[OH-]. (5) Given the product [CH2:10]1[N:15]([C:21]([O:23][CH2:24][C:25]2[CH:30]=[CH:29][CH:28]=[CH:27][CH:26]=2)=[O:22])[CH2:14][CH2:13][N:12]2[CH2:16][CH2:17][CH2:18][CH2:19][CH:11]12, predict the reactants needed to synthesize it. The reactants are: [Na+].[I-].CN(C=O)C.Cl.Cl.[CH2:10]1[NH:15][CH2:14][CH2:13][N:12]2[CH2:16][CH2:17][CH2:18][CH2:19][CH:11]12.Cl[C:21]([O:23][CH2:24][C:25]1[CH:30]=[CH:29][CH:28]=[CH:27][CH:26]=1)=[O:22]. (6) Given the product [NH2:12][C:10]1[NH:9][N:8]=[C:1]([C:3]2[CH:7]=[CH:6][S:5][CH:4]=2)[CH:2]=1, predict the reactants needed to synthesize it. The reactants are: [C:1](=[N:8][NH:9][C:10]([NH2:12])=S)([C:3]1[CH:7]=[CH:6][S:5][CH:4]=1)[CH3:2].C([N-]C(C)C)(C)C.[Li+].Cl.